From a dataset of Full USPTO retrosynthesis dataset with 1.9M reactions from patents (1976-2016). Predict the reactants needed to synthesize the given product. Given the product [Br:30][C:16]1[CH:17]=[C:12]([NH:11][C:9]2[CH:8]=[C:5]([CH2:6][O:7][CH3:2])[N:4]([CH3:3])[N:10]=2)[C:13](=[O:28])[N:14]([CH3:27])[CH:15]=1, predict the reactants needed to synthesize it. The reactants are: C[C:2]1(C)[O:7][CH2:6][C:5]2=[CH:8][C:9]([NH:11][C:12]3[C:13](=[O:28])[N:14]([CH3:27])[CH:15]=[C:16](B4OC(C)(C)C(C)(C)O4)[CH:17]=3)=[N:10][N:4]2[CH2:3]1.[Br:30]C1C(=O)N(C)C=C(Br)C=1.